Dataset: Full USPTO retrosynthesis dataset with 1.9M reactions from patents (1976-2016). Task: Predict the reactants needed to synthesize the given product. (1) Given the product [ClH:16].[ClH:16].[CH2:1]([C:3]1[NH:4][CH:5]=[C:6]([CH:8]2[CH2:13][CH2:12][NH:11][CH2:10][CH2:9]2)[N:7]=1)[CH3:2], predict the reactants needed to synthesize it. The reactants are: [CH2:1]([C:3]1[NH:4][CH:5]=[C:6]([C:8]2[CH:13]=[CH:12][N:11]=[CH:10][CH:9]=2)[N:7]=1)[CH3:2].[H][H].[ClH:16]. (2) The reactants are: [C:1]([O:5][C:6](=[O:30])[NH:7][CH:8]1[C:14](=[O:15])[N:13]([CH2:16][C:17]2[CH:22]=[CH:21][C:20]([O:23][CH3:24])=[CH:19][CH:18]=2)[C:12]2[CH:25]=[CH:26][CH:27]=[CH:28][C:11]=2[C:10](Cl)=[N:9]1)([CH3:4])([CH3:3])[CH3:2].[Cl:31][C:32]1[C:33](B2OC(C)(C)C(C)(C)O2)=[C:34]([CH:42]=[C:43]([Cl:45])[CH:44]=1)[CH2:35][N:36]1[CH2:41][CH2:40][O:39][CH2:38][CH2:37]1. Given the product [Cl:31][C:32]1[CH:44]=[C:43]([Cl:45])[CH:42]=[C:34]([CH2:35][N:36]2[CH2:41][CH2:40][O:39][CH2:38][CH2:37]2)[C:33]=1[C:10]1[C:11]2[CH:28]=[CH:27][CH:26]=[CH:25][C:12]=2[N:13]([CH2:16][C:17]2[CH:18]=[CH:19][C:20]([O:23][CH3:24])=[CH:21][CH:22]=2)[C:14](=[O:15])[CH:8]([NH:7][C:6](=[O:30])[O:5][C:1]([CH3:3])([CH3:2])[CH3:4])[N:9]=1, predict the reactants needed to synthesize it. (3) The reactants are: O.[NH2:2][NH2:3].[CH3:4][O:5][C:6]([C:8]1[S:9][C:10]([C:23](=O)[CH2:24][C:25]#[N:26])=[CH:11][C:12]=1[O:13][CH:14]([C:16]1[CH:21]=[CH:20][CH:19]=[CH:18][C:17]=1[Cl:22])[CH3:15])=[O:7]. Given the product [CH3:4][O:5][C:6]([C:8]1[S:9][C:10]([C:23]2[NH:2][N:3]=[C:25]([NH2:26])[CH:24]=2)=[CH:11][C:12]=1[O:13][CH:14]([C:16]1[CH:21]=[CH:20][CH:19]=[CH:18][C:17]=1[Cl:22])[CH3:15])=[O:7], predict the reactants needed to synthesize it. (4) Given the product [OH:1][CH2:2][C@@H:3]1[CH2:12][N:7]2[CH2:8][CH2:9][N:10]([C:14]3[N:19]=[CH:18][C:17]([F:20])=[CH:16][N:15]=3)[CH2:11][C@@H:6]2[CH2:5][CH2:4]1, predict the reactants needed to synthesize it. The reactants are: [OH:1][CH2:2][C@@H:3]1[CH2:12][N:7]2[CH2:8][CH2:9][NH:10][CH2:11][C@@H:6]2[CH2:5][CH2:4]1.Cl[C:14]1[N:19]=[CH:18][C:17]([F:20])=[CH:16][N:15]=1.C(=O)([O-])[O-].[Na+].[Na+]. (5) Given the product [Cl:17][CH2:18][C:19]1[NH:1][C:2]2[CH:7]=[CH:6][CH:5]=[C:4]([C:8]3[CH:13]=[CH:12][CH:11]=[CH:10][CH:9]=3)[C:3]=2[N:14]=1, predict the reactants needed to synthesize it. The reactants are: [NH2:1][C:2]1[CH:7]=[CH:6][CH:5]=[C:4]([C:8]2[CH:13]=[CH:12][CH:11]=[CH:10][CH:9]=2)[C:3]=1[N+:14]([O-])=O.[Cl:17][CH2:18][C:19](O)=O. (6) Given the product [CH3:11][O:10][C:9]1[C:4]([C:3]([OH:14])=[O:2])=[CH:5][N:6]=[C:7]([O:12][CH3:13])[CH:8]=1, predict the reactants needed to synthesize it. The reactants are: C[O:2][C:3](=[O:14])[C:4]1[C:9]([O:10][CH3:11])=[CH:8][C:7]([O:12][CH3:13])=[N:6][CH:5]=1.C1COCC1.O.O[Li].O. (7) Given the product [C:6]1([S:12]([C:15]2[CH:16]=[CH:17][C:18]3[O:23][CH2:22][C@@H:21]([CH2:24][O:25][S:2]([CH3:1])(=[O:4])=[O:3])[O:20][C:19]=3[CH:26]=2)(=[O:14])=[O:13])[CH:7]=[CH:8][CH:9]=[CH:10][CH:11]=1, predict the reactants needed to synthesize it. The reactants are: [CH3:1][S:2](Cl)(=[O:4])=[O:3].[C:6]1([S:12]([C:15]2[CH:16]=[CH:17][C:18]3[O:23][CH2:22][C@@H:21]([CH2:24][OH:25])[O:20][C:19]=3[CH:26]=2)(=[O:14])=[O:13])[CH:11]=[CH:10][CH:9]=[CH:8][CH:7]=1.C(N(CC)CC)C. (8) Given the product [CH2:22]([N:14]1[CH2:15][CH2:16][C@:17]2([CH3:21])[C:18]([CH3:20])([CH3:19])[C@H:13]1[CH2:12][C:11]1[C:6]([CH2:4][OH:3])=[CH:7][CH:8]=[CH:9][C:10]=12)[C:23]1[CH:24]=[CH:25][CH:26]=[CH:27][CH:28]=1, predict the reactants needed to synthesize it. The reactants are: C([O:3][C:4]([C:6]1[C:11]2[CH2:12][C@@H:13]3[C:18]([CH3:20])([CH3:19])[C@:17]([CH3:21])([C:10]=2[CH:9]=[CH:8][CH:7]=1)[CH2:16][CH2:15][N:14]3[CH2:22][C:23]1[CH:28]=[CH:27][CH:26]=[CH:25][CH:24]=1)=O)C.[H-].[H-].[H-].[H-].[Li+].[Al+3].O.